This data is from Reaction yield outcomes from USPTO patents with 853,638 reactions. The task is: Predict the reaction yield, written as a fraction of the theoretical maximum amount of product (1.0 means a 100% yield; for example, 0.34 means a 34% yield). (1) The reactants are [CH2:1]([O:8][C:9]1[CH:10]=[C:11]([OH:15])[CH:12]=[CH:13][CH:14]=1)[C:2]1[CH:7]=[CH:6][CH:5]=[CH:4][CH:3]=1.C([Mg]Cl)(C)C.[C:21]1([CH:27]([C:39]2[CH:44]=[CH:43][CH:42]=[CH:41][CH:40]=2)[N:28]2[C:36]3[C:31](=[CH:32][CH:33]=[CH:34][CH:35]=3)[C:30](=[O:37])[C:29]2=[O:38])[CH:26]=[CH:25][CH:24]=[CH:23][CH:22]=1. The catalyst is O1CCCC1.ClCCl. The product is [CH2:1]([O:8][C:9]1[CH:14]=[CH:13][C:12]([C:30]2([OH:37])[C:31]3[C:36](=[CH:35][CH:34]=[CH:33][CH:32]=3)[N:28]([CH:27]([C:21]3[CH:22]=[CH:23][CH:24]=[CH:25][CH:26]=3)[C:39]3[CH:44]=[CH:43][CH:42]=[CH:41][CH:40]=3)[C:29]2=[O:38])=[C:11]([OH:15])[CH:10]=1)[C:2]1[CH:3]=[CH:4][CH:5]=[CH:6][CH:7]=1. The yield is 0.970. (2) The reactants are C1C(=O)N([Cl:8])C(=O)C1.[CH3:9][O:10][C:11]1[S:15][C:14]([C:16]([O:18]C)=[O:17])=[CH:13][C:12]=1[C:20]1[N:24]([CH3:25])[N:23]=[CH:22][CH:21]=1.[OH-].[Na+]. The catalyst is O1CCCC1. The product is [Cl:8][C:21]1[CH:22]=[N:23][N:24]([CH3:25])[C:20]=1[C:12]1[CH:13]=[C:14]([C:16]([OH:18])=[O:17])[S:15][C:11]=1[O:10][CH3:9]. The yield is 0.980. (3) The reactants are [C:1]([CH:3]1C[CH2:4]1)#[CH:2].[Cl:6][C:7]1[CH:12]=[C:11]2[NH:13][C:14](=[O:40])[C:15]3([CH:20]([C:21]4[CH:26]=[CH:25][CH:24]=[C:23]([Cl:27])[CH:22]=4)[CH2:19][C:18](=[O:28])[NH:17][CH:16]3[C:29]3[CH:34]=[C:33](I)[CH:32]=[CH:31][C:30]=3[O:36][CH2:37][CH2:38][OH:39])[C:10]2=[CH:9][CH:8]=1.C(N([CH2:46][CH3:47])CC)C.[CH3:48]N(C)C=O. The catalyst is [Cu]I.Cl[Pd](Cl)([P](C1C=CC=CC=1)(C1C=CC=CC=1)C1C=CC=CC=1)[P](C1C=CC=CC=1)(C1C=CC=CC=1)C1C=CC=CC=1. The product is [Cl:6][C:7]1[CH:12]=[C:11]2[NH:13][C:14](=[O:40])[C:15]3([CH:20]([C:21]4[CH:26]=[CH:25][CH:24]=[C:23]([Cl:27])[CH:22]=4)[CH2:19][C:18](=[O:28])[NH:17][CH:16]3[C:29]3[CH:34]=[C:33]([C:2]#[C:1][CH:3]([CH:47]4[CH2:46][CH2:48]4)[CH3:4])[CH:32]=[CH:31][C:30]=3[O:36][CH2:37][CH2:38][OH:39])[C:10]2=[CH:9][CH:8]=1. The yield is 0.620. (4) The reactants are [NH2:1][C:2]1[C:7]([C:8]2[CH:17]=[CH:16][C:11]([C:12]([O:14]C)=[O:13])=[C:10]([F:18])[CH:9]=2)=[CH:6][C:5]([C:19]2[C:20]([CH3:27])=[N:21][N:22]([CH:24]([F:26])[F:25])[CH:23]=2)=[CH:4][N:3]=1.[Li+].[OH-].Cl. The catalyst is C1COCC1.CO. The product is [NH2:1][C:2]1[C:7]([C:8]2[CH:17]=[CH:16][C:11]([C:12]([OH:14])=[O:13])=[C:10]([F:18])[CH:9]=2)=[CH:6][C:5]([C:19]2[C:20]([CH3:27])=[N:21][N:22]([CH:24]([F:26])[F:25])[CH:23]=2)=[CH:4][N:3]=1. The yield is 0.880. (5) The reactants are [Br:1]N1C(=O)CCC1=O.[C:9]([C:13]1[O:17][C:16]([C:18]2[C:19]([NH2:24])=[N:20][CH:21]=[CH:22][N:23]=2)=[N:15][N:14]=1)([CH3:12])([CH3:11])[CH3:10]. The catalyst is C1COCC1. The product is [Br:1][C:22]1[N:23]=[C:18]([C:16]2[O:17][C:13]([C:9]([CH3:12])([CH3:10])[CH3:11])=[N:14][N:15]=2)[C:19]([NH2:24])=[N:20][CH:21]=1. The yield is 0.900. (6) The reactants are [CH3:1][O:2][C:3]1[CH:18]=[CH:17][C:6]([CH2:7][N:8]([CH3:16])[C:9](=[O:15])[O:10][C:11]([CH3:14])([CH3:13])[CH3:12])=[CH:5][C:4]=1[NH:19][S:20]([CH3:23])(=[O:22])=[O:21].Cl.Cl[CH2:26][CH2:27][N:28]1[CH2:33][CH2:32][O:31][CH2:30][CH2:29]1.[H-].[Na+].C(Cl)Cl. The catalyst is CN(C=O)C.C(Cl)Cl.CCOC(C)=O. The product is [CH3:1][O:2][C:3]1[CH:18]=[CH:17][C:6]([CH2:7][N:8]([CH3:16])[C:9](=[O:15])[O:10][C:11]([CH3:14])([CH3:12])[CH3:13])=[CH:5][C:4]=1[N:19]([CH2:26][CH2:27][N:28]1[CH2:33][CH2:32][O:31][CH2:30][CH2:29]1)[S:20]([CH3:23])(=[O:22])=[O:21]. The yield is 0.454.